This data is from HIV replication inhibition screening data with 41,000+ compounds from the AIDS Antiviral Screen. The task is: Binary Classification. Given a drug SMILES string, predict its activity (active/inactive) in a high-throughput screening assay against a specified biological target. (1) The compound is Clc1ccccc1C1N2CCCCC2C2c3[nH]c4ccccc4c3CCN21. The result is 0 (inactive). (2) The compound is CCCc1cc(=O)oc2c3c(c4c(c12)OC(N)=C(C#N)C4c1ccccc1)OC(C)C(C)C3=O. The result is 0 (inactive). (3) The molecule is COC(=O)CCSC(=O)Nc1ccccc1Cl. The result is 0 (inactive). (4) The drug is CC(C)=CC1CC(=[N+]=[N-])C(=O)C1(C)C. The result is 0 (inactive).